This data is from Full USPTO retrosynthesis dataset with 1.9M reactions from patents (1976-2016). The task is: Predict the reactants needed to synthesize the given product. Given the product [Cl:21][C:22]1[CH:23]=[C:24]([C:7]2[NH:8][C:9]3[CH:10]=[CH:11][CH:12]=[C:13]4[C:19](=[O:20])[NH:18][CH2:17][CH2:16][C:15]=2[C:14]=34)[CH:25]=[CH:26][C:27]=1[F:28], predict the reactants needed to synthesize it. The reactants are: C1([C:7]2[NH:8][C:9]3[CH:10]=[CH:11][CH:12]=[C:13]4[C:19](=[O:20])[NH:18][CH2:17][CH2:16][C:15]=2[C:14]=34)C=CC=CC=1.[Cl:21][C:22]1[CH:23]=[C:24](B(O)O)[CH:25]=[CH:26][C:27]=1[F:28].